Dataset: Experimentally validated miRNA-target interactions with 360,000+ pairs, plus equal number of negative samples. Task: Binary Classification. Given a miRNA mature sequence and a target amino acid sequence, predict their likelihood of interaction. (1) The miRNA is cel-miR-78 with sequence UGGAGGCCUGGUUGUUUGUGC. The protein sequence of the target gene is MILLVNLFVLLSVVCVLLNLAGFILGCQGAQFVSSVPRCDLVDLGEGKICFCCEEFQPAKCTDKENALKLFPVQPCSAVHLLLKKVLFALCALNALTTTVCLVAAALRYLQIFATRRSCIDESQISAEEAEDHGRIPDPDDFVPPVPPPSYFATFYSCTPRMNRRMVGPDVIPLPHIYGARIKGVEVFCPLDPPPPYEAVVSQMDQEQGSSFQMSEGSEAAVIPLDLGCTQVTQDGDIPNIPAEENASTSTPSSTLVRPIRSRRALPPLRTRSKSDPVLHPSEERAAPVLSCEAATQTER.... Result: 0 (no interaction). (2) The miRNA is hsa-miR-483-3p with sequence UCACUCCUCUCCUCCCGUCUU. The protein sequence of the target gene is MARQKKMGQSVLRAVFFLVLGLLGHSHGGFPNTISIGGLFMRNTVQEHSAFRFAVQLYNTNQNTTEKPFHLNYHVDHLDSSNSFSVTNAFCSQFSRGVYAIFGFYDQMSMNTLTSFCGALHTSFVTPSFPTDADVQFVIQMRPALKGAILSLLGHYKWEKFVYLYDTERGFSILQAIMEAAVQNNWQVTARSVGNIKDVQEFRRIIEEMDRRQEKRYLIDCEVERINTILEQVVILGKHSRGYHYMLANLGFTDILLERVMHGGANITGFQIVNNENPMVQQFIQRWVRLDEREFPEAKN.... Result: 0 (no interaction). (3) The miRNA is hsa-miR-4536-5p with sequence UGUGGUAGAUAUAUGCACGAU. The protein sequence of the target gene is MSNEPPPPYPGGPTAPLLEEKSGAPLTPGRTSPAVMQPPPGMPLPSADIAPPPYEPPGQPVPQPGFVPPHMNADGTYMPAGFYPPPGPHPPMGYYPPGPYPPGPYPGPGGHTATVLVPSGAATTVTVLQGEIFEGAPVQTVCPHCQQAITTKISYEIGLMNFVLGFFCCFMGCDLGCCLIPCLINDFKDVTHTCPSCKAYICTYKRLC. Result: 0 (no interaction). (4) The miRNA is hsa-miR-6771-5p with sequence CUCGGGAGGGCAUGGGCCAGGC. The protein sequence of the target gene is MAKVSELYDVTWEEMRDKMRKWREENSRNSEQIVEVGEELINEYASKLGDDIWIIYEQVMIAALDYGRDDLALFCLQELRRQFPGSHRVKRLTGMRFEAMERYDDAIQLYDRILQEDPTNTAARKRKIAIRKAQGKNVEAIRELNEYLEQFVGDQEAWHELAELYINEHDYAKAAFCLEELMMTNPHNHLYCQQYAEVKYTQGGLENLELSRKYFAQALKLNNRNMRALFGLYMSASHIASNPKASAKTKKDNMKYASWAASQINRAYQFAGRSKKETKYSLKAVEDMLETLQITQS. Result: 1 (interaction).